From a dataset of Forward reaction prediction with 1.9M reactions from USPTO patents (1976-2016). Predict the product of the given reaction. (1) Given the reactants Cl[C:2]1[CH:7]=[CH:6][C:5]([N+:8]([O-:10])=[O:9])=[CH:4][N:3]=1.[CH3:11][N:12]1[CH2:17][CH2:16][NH:15][CH2:14][CH2:13]1.C(=O)([O-])[O-].[K+].[K+], predict the reaction product. The product is: [CH3:11][N:12]1[CH2:17][CH2:16][N:15]([C:2]2[CH:7]=[CH:6][C:5]([N+:8]([O-:10])=[O:9])=[CH:4][N:3]=2)[CH2:14][CH2:13]1. (2) Given the reactants [C:1]([O:5][C:6](=[O:40])[C@@H:7]([NH:11][C:12]([C@H:14]1[C@H:18]([C:19]2[CH:24]=[CH:23][CH:22]=[C:21]([Cl:25])[CH:20]=2)[C@:17]([C:28]2[CH:33]=[CH:32][C:31]([Cl:34])=[CH:30][CH:29]=2)([C:26]#[N:27])[C@H:16]([CH2:35][C:36]([CH3:39])([CH3:38])[CH3:37])[NH:15]1)=[O:13])[CH:8]([CH3:10])[CH3:9])(C)(C)C.C(OC(=O)[C@@H](NC([C@@H]1[C@@H](C2C=CC=C(Cl)C=2)[C@@](C2C=CC(Cl)=CC=2)(C#N)[C@@H](CC(C)(C)C)N1)=O)C(C)C)(C)(C)C.OS(O)(=O)=O, predict the reaction product. The product is: [CH3:1][O:5][C:6](=[O:40])[C@@H:7]([NH:11][C:12]([C@@H:14]1[C@@H:18]([C:19]2[CH:24]=[CH:23][CH:22]=[C:21]([Cl:25])[CH:20]=2)[C@@:17]([C:28]2[CH:29]=[CH:30][C:31]([Cl:34])=[CH:32][CH:33]=2)([C:26]#[N:27])[C@@H:16]([CH2:35][C:36]([CH3:37])([CH3:39])[CH3:38])[NH:15]1)=[O:13])[CH:8]([CH3:10])[CH3:9]. (3) Given the reactants [F:1][C:2]1[CH:7]=[C:6]([C:8]([O:10]C)=[O:9])[CH:5]=[CH:4][C:3]=1[C:12]1[CH:17]=[CH:16][C:15]([O:18][CH2:19][CH:20]2[CH2:25][CH2:24][N:23]([CH2:26][C:27]([F:30])([CH3:29])[CH3:28])[CH2:22][CH2:21]2)=[CH:14][C:13]=1[F:31].O[Li].O.Cl, predict the reaction product. The product is: [F:1][C:2]1[CH:7]=[C:6]([C:8]([OH:10])=[O:9])[CH:5]=[CH:4][C:3]=1[C:12]1[CH:17]=[CH:16][C:15]([O:18][CH2:19][CH:20]2[CH2:21][CH2:22][N:23]([CH2:26][C:27]([F:30])([CH3:28])[CH3:29])[CH2:24][CH2:25]2)=[CH:14][C:13]=1[F:31]. (4) Given the reactants [C:1]([C:4]1[CH:9]=[CH:8][N:7]=[CH:6][CH:5]=1)(=O)[CH3:2].C[Si]([N-][Si](C)(C)C)(C)C.[Li+].[OH2:20].[CH2:21]1[CH2:25][O:24][CH2:23][CH2:22]1, predict the reaction product. The product is: [CH3:2][C:1]([C:4]1[CH:9]=[CH:8][N:7]=[CH:6][CH:5]=1)=[CH:22][C:23]([O:24][CH2:25][CH3:21])=[O:20]. (5) The product is: [OH:13][CH2:12][CH:10]1[CH2:11][N:6]2[N:5]=[C:4]([C:17]3[CH:22]=[CH:21][C:20]([O:23][C:24]4[CH:29]=[CH:28][CH:27]=[CH:26][CH:25]=4)=[CH:19][CH:18]=3)[C:3]([C:1]#[N:2])=[C:7]2[NH:8][CH2:9]1. Given the reactants [C:1]([C:3]1[C:4]([C:17]2[CH:22]=[CH:21][C:20]([O:23][C:24]3[CH:29]=[CH:28][CH:27]=[CH:26][CH:25]=3)=[CH:19][CH:18]=2)=[N:5][N:6]2[CH:11]=[C:10]([C:12](OCC)=[O:13])[CH:9]=[N:8][C:7]=12)#[N:2].[BH4-].[Na+], predict the reaction product. (6) Given the reactants O=[C:2]1[CH2:7][CH2:6][N:5]([C:8]([O:10][C:11]([CH3:14])([CH3:13])[CH3:12])=[O:9])[CH2:4][CH2:3]1.[Cl:15][C:16]1[CH:23]=[C:22]([Cl:24])[CH:21]=[CH:20][C:17]=1[CH2:18][NH2:19].C(O)(=O)C.[BH3-]C#N.[Na+], predict the reaction product. The product is: [Cl:15][C:16]1[CH:23]=[C:22]([Cl:24])[CH:21]=[CH:20][C:17]=1[CH2:18][NH:19][CH:2]1[CH2:7][CH2:6][N:5]([C:8]([O:10][C:11]([CH3:14])([CH3:13])[CH3:12])=[O:9])[CH2:4][CH2:3]1. (7) Given the reactants [CH3:1][C:2]1[CH:11]=[CH:10][CH:9]=[CH:8][C:3]=1[C:4]([O:6][CH3:7])=[O:5].C1C(=O)N([Br:19])C(=O)C1, predict the reaction product. The product is: [Br:19][CH2:1][C:2]1[CH:11]=[CH:10][CH:9]=[CH:8][C:3]=1[C:4]([O:6][CH3:7])=[O:5]. (8) Given the reactants [N:1]1[C:5]2[CH:6]=[CH:7][C:8]([C:10]([NH:12][NH2:13])=[O:11])=[CH:9][C:4]=2[NH:3][CH:2]=1.[CH3:14][O:15][C:16]1[CH:17]=[C:18]([CH2:26][CH2:27][C:28](O)=O)[CH:19]=[C:20]([O:24][CH3:25])[C:21]=1[O:22][CH3:23], predict the reaction product. The product is: [CH3:25][O:24][C:20]1[CH:19]=[C:18]([CH:17]=[C:16]([O:15][CH3:14])[C:21]=1[O:22][CH3:23])[CH2:26][CH2:27][C:28]1[O:11][C:10]([C:8]2[CH:7]=[CH:6][C:5]3[NH:1][CH:2]=[N:3][C:4]=3[CH:9]=2)=[N:12][N:13]=1. (9) The product is: [F:1][C:2]1[CH:7]=[C:6]([C:8]([N:35]2[CH2:39][CH2:38][CH2:37][C@@H:36]2[CH2:40][OH:41])=[O:10])[CH:5]=[CH:4][C:3]=1[C:11]1[CH:16]=[CH:15][C:14]([O:17][CH2:18][CH:19]2[CH2:20][CH2:21][N:22]([CH2:25][C:26]3([C:30]([F:33])([F:31])[F:32])[CH2:29][CH2:28][CH2:27]3)[CH2:23][CH2:24]2)=[CH:13][C:12]=1[F:34]. Given the reactants [F:1][C:2]1[CH:7]=[C:6]([C:8]([OH:10])=O)[CH:5]=[CH:4][C:3]=1[C:11]1[CH:16]=[CH:15][C:14]([O:17][CH2:18][CH:19]2[CH2:24][CH2:23][N:22]([CH2:25][C:26]3([C:30]([F:33])([F:32])[F:31])[CH2:29][CH2:28][CH2:27]3)[CH2:21][CH2:20]2)=[CH:13][C:12]=1[F:34].[NH:35]1[CH2:39][CH2:38][CH2:37][C@@H:36]1[CH2:40][OH:41].C1C=CC2N(O)N=NC=2C=1.C(Cl)CCl.CCN(C(C)C)C(C)C, predict the reaction product. (10) Given the reactants [CH2:1]([N:5]1[C:13]2[C:8](=[CH:9][CH:10]=[C:11]([C:14]([O:16][CH3:17])=[O:15])[CH:12]=2)[CH:7]=[CH:6]1)[CH2:2][CH2:3][CH3:4].C([BH3-])#N.[Na+], predict the reaction product. The product is: [CH2:1]([N:5]1[C:13]2[C:8](=[CH:9][CH:10]=[C:11]([C:14]([O:16][CH3:17])=[O:15])[CH:12]=2)[CH2:7][CH2:6]1)[CH2:2][CH2:3][CH3:4].